From a dataset of Reaction yield outcomes from USPTO patents with 853,638 reactions. Predict the reaction yield, written as a fraction of the theoretical maximum amount of product (1.0 means a 100% yield; for example, 0.34 means a 34% yield). (1) The reactants are [C:1]([C:5]1[C:10](=[O:11])[CH:9]=[CH:8][N:7]([C:12]2[CH:17]=[CH:16][CH:15]=[C:14]([C:18]([F:21])([F:20])[F:19])[CH:13]=2)[N:6]=1)(=O)[CH2:2][CH3:3].[CH3:22][O-].[Na+].[C:25]1([NH:31][NH2:32])[CH:30]=[CH:29][CH:28]=[CH:27][CH:26]=1.CO. The catalyst is C(OC)=O.O.Cl. The product is [CH3:3][C:2]1[CH:22]=[N:32][N:31]([C:25]2[CH:30]=[CH:29][CH:28]=[CH:27][CH:26]=2)[C:1]=1[C:5]1[C:10](=[O:11])[CH:9]=[CH:8][N:7]([C:12]2[CH:17]=[CH:16][CH:15]=[C:14]([C:18]([F:21])([F:20])[F:19])[CH:13]=2)[N:6]=1. The yield is 0.390. (2) The reactants are [Br:1][C:2]1[CH:3]=[C:4]2[C:9](=[CH:10][CH:11]=1)[CH:8]=[C:7]([S:12]([N:15]1[CH2:20][CH2:19][N:18]([C:21]([CH:23]3[CH2:28][CH2:27][N:26]([C:29]4[CH:34]=[CH:33][N:32]=[CH:31][CH:30]=4)[CH2:25][CH2:24]3)=[O:22])[CH:17]([C:35](O)=[O:36])[CH2:16]1)(=[O:14])=[O:13])[CH:6]=[CH:5]2.[NH:38]1[CH2:43][CH2:42][O:41][CH2:40][CH2:39]1. No catalyst specified. The product is [Br:1][C:2]1[CH:3]=[C:4]2[C:9](=[CH:10][CH:11]=1)[CH:8]=[C:7]([S:12]([N:15]1[CH2:20][CH2:19][N:18]([C:21]([CH:23]3[CH2:24][CH2:25][N:26]([C:29]4[CH:30]=[CH:31][N:32]=[CH:33][CH:34]=4)[CH2:27][CH2:28]3)=[O:22])[CH:17]([C:35]([N:38]3[CH2:43][CH2:42][O:41][CH2:40][CH2:39]3)=[O:36])[CH2:16]1)(=[O:13])=[O:14])[CH:6]=[CH:5]2. The yield is 0.600. (3) The reactants are [NH2:1][C:2]([C:6]1[CH:11]=[CH:10][CH:9]=[C:8]([Br:12])[CH:7]=1)([CH3:5])[CH2:3][OH:4].C(N(CC)CC)C.[Cl:20][CH2:21][C:22](Cl)=[O:23]. The catalyst is C(#N)C. The product is [Br:12][C:8]1[CH:7]=[C:6]([C:2]([NH:1][C:22](=[O:23])[CH2:21][Cl:20])([CH3:5])[CH2:3][OH:4])[CH:11]=[CH:10][CH:9]=1. The yield is 0.860.